Dataset: Full USPTO retrosynthesis dataset with 1.9M reactions from patents (1976-2016). Task: Predict the reactants needed to synthesize the given product. Given the product [Br:30][C:6]1[C:5]2[CH:4]=[C:3]3[C:2](=[CH:10][C:9]=2[N:8]([C:11]([C:18]2[CH:19]=[CH:20][CH:21]=[CH:22][CH:23]=2)([C:12]2[CH:17]=[CH:16][CH:15]=[CH:14][CH:13]=2)[C:24]2[CH:25]=[CH:26][CH:27]=[CH:28][CH:29]=2)[N:7]=1)[NH:1][C:55](=[O:56])[CH:54]=[CH:31]3, predict the reactants needed to synthesize it. The reactants are: [NH2:1][C:2]1[CH:10]=[C:9]2[C:5]([C:6]([Br:30])=[N:7][N:8]2[C:11]([C:24]2[CH:29]=[CH:28][CH:27]=[CH:26][CH:25]=2)([C:18]2[CH:23]=[CH:22][CH:21]=[CH:20][CH:19]=2)[C:12]2[CH:17]=[CH:16][CH:15]=[CH:14][CH:13]=2)=[CH:4][C:3]=1[CH:31]=CCC(OCC)=O.C1CCN2C(=NCCC2)CC1.CN1[C:55](=[O:56])[CH2:54]CC1.